This data is from Full USPTO retrosynthesis dataset with 1.9M reactions from patents (1976-2016). The task is: Predict the reactants needed to synthesize the given product. Given the product [CH2:1]([O:3][C:4]([C:6]1[C:7]([OH:23])=[C:8]2[C:15]([Cl:16])=[C:14]([Cl:17])[N:13]([CH2:18][CH2:19][CH:20]([CH3:22])[CH3:21])[C:9]2=[C:10]([C:30]#[N:31])[N:11]=1)=[O:5])[CH3:2], predict the reactants needed to synthesize it. The reactants are: [CH2:1]([O:3][C:4]([C:6]1[C:7]([OH:23])=[C:8]2[C:15]([Cl:16])=[C:14]([Cl:17])[N:13]([CH2:18][CH2:19][CH:20]([CH3:22])[CH3:21])[C:9]2=[C:10](Br)[N:11]=1)=[O:5])[CH3:2].C(OCC)(=O)C.[CH3:30][N:31](C)C(=O)C.